Dataset: Reaction yield outcomes from USPTO patents with 853,638 reactions. Task: Predict the reaction yield, written as a fraction of the theoretical maximum amount of product (1.0 means a 100% yield; for example, 0.34 means a 34% yield). (1) The product is [F:30][C:29]1[CH:28]=[CH:27][CH:26]=[C:25]([F:31])[C:24]=1[N:23]1[C:8]2[N:9]=[C:10]([O:34][CH3:33])[N:11]=[C:12]([C:13]3[CH:18]=[CH:17][C:16]([F:19])=[CH:15][C:14]=3[CH3:20])[C:7]=2[CH:6]=[CH:5][C:4]1=[O:32]. The reactants are C(O[C:4](=[O:32])/[CH:5]=[CH:6]/[C:7]1[C:8]([NH:23][C:24]2[C:29]([F:30])=[CH:28][CH:27]=[CH:26][C:25]=2[F:31])=[N:9][C:10](SC)=[N:11][C:12]=1[C:13]1[CH:18]=[CH:17][C:16]([F:19])=[CH:15][C:14]=1[CH3:20])C.[CH3:33][O-:34].[Na+]. The yield is 0.830. The catalyst is CO. (2) The reactants are [F:1][C:2]([F:36])([F:35])[C:3]1[CH:4]=[C:5]([C:13]([CH3:34])([CH3:33])[C:14]([N:16]([C:18]2[CH:19]=[N:20][C:21](Cl)=[CH:22][C:23]=2[C:24]2[CH:29]=[CH:28][C:27]([F:30])=[CH:26][C:25]=2[CH3:31])[CH3:17])=[O:15])[CH:6]=[C:7]([C:9]([F:12])([F:11])[F:10])[CH:8]=1.[S:37]1[CH2:41][CH2:40][NH:39][CH2:38]1. The catalyst is [OH-].[Na+]. The product is [F:1][C:2]([F:36])([F:35])[C:3]1[CH:4]=[C:5]([C:13]([CH3:34])([CH3:33])[C:14]([N:16]([C:18]2[CH:19]=[N:20][C:21]([N:39]3[CH2:40][CH2:41][S:37][CH2:38]3)=[CH:22][C:23]=2[C:24]2[CH:29]=[CH:28][C:27]([F:30])=[CH:26][C:25]=2[CH3:31])[CH3:17])=[O:15])[CH:6]=[C:7]([C:9]([F:12])([F:11])[F:10])[CH:8]=1. The yield is 0.120.